Dataset: hERG potassium channel inhibition data for cardiac toxicity prediction from Karim et al.. Task: Regression/Classification. Given a drug SMILES string, predict its toxicity properties. Task type varies by dataset: regression for continuous values (e.g., LD50, hERG inhibition percentage) or binary classification for toxic/non-toxic outcomes (e.g., AMES mutagenicity, cardiotoxicity, hepatotoxicity). Dataset: herg_karim. (1) The drug is C=CCN1C[C@H]2C[C@@]2(c2ccc(NS(=O)(=O)c3ccc(C(C)C)cc3)cc2)C1. The result is 1 (blocker). (2) The molecule is C[C@@H](NC(=O)Cc1ccc(N2CC[C@H](F)C2)cc1)c1ccc(OCC(F)(F)F)cn1. The result is 0 (non-blocker). (3) The compound is N#Cc1cc(F)cc(-c2nc(-c3ccccn3)no2)c1. The result is 0 (non-blocker). (4) The result is 1 (blocker). The molecule is O=C1NCCN1CCN1CCC([C@@H]2CN(c3ccc(F)cc3)c3ccccc32)CC1. (5) The compound is Cc1ncccc1C(=O)N1CCC(NCc2cncn2Cc2ccc(C#N)cc2)C1. The result is 0 (non-blocker). (6) The molecule is Cc1cc(C)nc(Nc2cc(N[C@@H]3CCCC[C@@H]3N)cnc2C(N)=O)c1. The result is 1 (blocker). (7) The drug is CC(C)c1ccc(S(=O)(=O)Nc2ccc([C@@]34C[C@@H]3CN(C)C4)cc2)cc1. The result is 1 (blocker). (8) The drug is CC(C)n1nc(C(=O)NCC2CCN(CCN3CCOCC3)CC2)c2ccccc21.Cl.Cl. The result is 0 (non-blocker). (9) The molecule is CN1CC[C@@H](N(Cc2ccccc2C(F)(F)F)c2ccc(C#N)c(Cl)c2)C1. The result is 1 (blocker). (10) The result is 1 (blocker). The drug is Cc1ccc(OCC#Cc2cc(-c3[nH]nc4c3Cc3cc(CN5CCN(C)CC5)ccc3-4)cs2)cc1C.